From a dataset of Reaction yield outcomes from USPTO patents with 853,638 reactions. Predict the reaction yield, written as a fraction of the theoretical maximum amount of product (1.0 means a 100% yield; for example, 0.34 means a 34% yield). (1) The reactants are C(OC([N:8]1[CH2:17][CH2:16][C:15]2[C:10](=[CH:11][CH:12]=[C:13]([O:18][C:19]3[CH:24]=[CH:23][C:22]([C:25](=[O:27])[NH2:26])=[CH:21][N:20]=3)[CH:14]=2)[CH2:9]1)=O)(C)(C)C.C(Cl)Cl.C(O)(C(F)(F)F)=O.C([O-])([O-])=O.[K+].[K+]. The catalyst is C(Cl)(Cl)Cl. The product is [CH2:9]1[C:10]2[C:15](=[CH:14][C:13]([O:18][C:19]3[CH:24]=[CH:23][C:22]([C:25]([NH2:26])=[O:27])=[CH:21][N:20]=3)=[CH:12][CH:11]=2)[CH2:16][CH2:17][NH:8]1. The yield is 0.710. (2) The reactants are C(N(C(C)C)CC)(C)C.[CH3:10][C:11]1[NH:15][N:14]=[C:13]([NH:16][C:17]2[CH:22]=[C:21]([N:23]3[CH2:28][CH2:27][CH:26]([N:29]4[CH2:34][CH2:33][O:32][CH2:31][CH2:30]4)[CH2:25][CH2:24]3)[N:20]=[C:19]([CH:35]=[CH:36][C:37]3[CH:42]=[CH:41][CH:40]=[CH:39][CH:38]=3)[N:18]=2)[CH:12]=1.O1CCN(C2CCNCC2)CC1. No catalyst specified. The product is [CH3:10][C:11]1[NH:15][N:14]=[C:13]([NH:16][C:17]2[CH:22]=[C:21]([N:23]3[CH2:28][CH2:27][CH:26]([N:29]4[CH2:30][CH2:31][O:32][CH2:33][CH2:34]4)[CH2:25][CH2:24]3)[N:20]=[C:19](/[CH:35]=[CH:36]/[C:37]3[CH:38]=[CH:39][CH:40]=[CH:41][CH:42]=3)[N:18]=2)[CH:12]=1. The yield is 0.620. (3) The reactants are CC([O-])(C)C.[K+].[N:7]1[C:15]2[C:10](=[N:11][CH:12]=[CH:13][CH:14]=2)[S:9][C:8]=1[NH:16][C:17]1[C:22]([S:23][CH2:24][CH2:25][C:26](OC)=O)=[CH:21][CH:20]=[CH:19][N:18]=1.FC1C=C[C:34]([C:35]#[N:36])=[CH:33][CH:32]=1.C(OCC)(=O)C. The catalyst is CS(C)=O. The product is [N:7]1[C:15]2[C:10](=[N:11][CH:12]=[CH:13][CH:14]=2)[S:9][C:8]=1[NH:16][C:17]1[C:22]([S:23][C:24]2[CH:32]=[CH:33][C:34]([C:35]#[N:36])=[CH:26][CH:25]=2)=[CH:21][CH:20]=[CH:19][N:18]=1. The yield is 0.330. (4) The reactants are Cl.COC1C=C(C=CC=1OC)OC1C=CC(S([C:17]2(C(NO)=O)CC[N:20](CC#C)[CH2:19][CH2:18]2)(=O)=O)=CC=1.C([O-])([O-])=O.[K+].[K+].CO[C:43]1[CH:44]=[C:45](O)[CH:46]=[CH:47][C:48]=1[O:49]C. The yield is 0.909. The catalyst is CN(C)C=O. The product is [O:49]([NH:20][CH2:19][C:18]#[CH:17])[C:48]1[CH:43]=[CH:44][CH:45]=[CH:46][CH:47]=1. (5) The reactants are [C:1]([CH2:3]P(=O)(OCC)OCC)#[N:2].CC(C)([O-])C.[K+].[N:18]1([C:24]2[CH:25]=[N:26][CH:27]=[C:28]([CH:31]=2)[CH:29]=O)[CH2:23][CH2:22][O:21][CH2:20][CH2:19]1. The catalyst is C1COCC1. The product is [N:18]1([C:24]2[CH:31]=[C:28](/[CH:29]=[CH:3]/[C:1]#[N:2])[CH:27]=[N:26][CH:25]=2)[CH2:23][CH2:22][O:21][CH2:20][CH2:19]1. The yield is 1.00. (6) The reactants are [CH3:1][C:2]1[C:12]([N+:13]([O-:15])=[O:14])=[CH:11][C:10]([N+:16]([O-:18])=[O:17])=[CH:9][C:3]=1[C:4]([O:6][CH2:7][CH3:8])=[O:5].C[C:20]([N:22]([CH3:24])[CH3:23])=O. The catalyst is CN(C=O)C. The product is [CH3:20][N:22]([CH3:24])/[CH:23]=[CH:1]/[C:2]1[C:12]([N+:13]([O-:15])=[O:14])=[CH:11][C:10]([N+:16]([O-:18])=[O:17])=[CH:9][C:3]=1[C:4]([O:6][CH2:7][CH3:8])=[O:5]. The yield is 0.480. (7) The reactants are C([O:6][C@@H:7]([C:9]1[N:14]=[C:13]([N:15]2[CH2:24][CH2:23][C:22]3[C:21]([C:25]4[CH:30]=[CH:29][CH:28]=[CH:27][CH:26]=4)=[N:20][C:19]([CH3:31])=[N:18][C:17]=3[CH2:16]2)[CH:12]=[CH:11][N:10]=1)[CH3:8])(=O)CCC.Cl.[OH-].[Na+]. The catalyst is O1CCOCC1. The product is [CH3:31][C:19]1[N:20]=[C:21]([C:25]2[CH:30]=[CH:29][CH:28]=[CH:27][CH:26]=2)[C:22]2[CH2:23][CH2:24][N:15]([C:13]3[CH:12]=[CH:11][N:10]=[C:9]([C@H:7]([OH:6])[CH3:8])[N:14]=3)[CH2:16][C:17]=2[N:18]=1. The yield is 0.880.